From a dataset of Catalyst prediction with 721,799 reactions and 888 catalyst types from USPTO. Predict which catalyst facilitates the given reaction. (1) Reactant: [NH2:1][C:2]1[CH:11]=[CH:10][C:9]([Cl:12])=[CH:8][C:3]=1[C:4]([O:6][CH3:7])=[O:5].CC(N(C)C)=O.[F:19][C:20]([F:35])([F:34])[C:21]1[CH:22]=[C:23]([CH:27]=[C:28]([C:30]([F:33])([F:32])[F:31])[CH:29]=1)[C:24](Cl)=[O:25]. Product: [F:19][C:20]([F:34])([F:35])[C:21]1[CH:22]=[C:23]([C:24]([NH:1][C:2]2[CH:11]=[CH:10][C:9]([Cl:12])=[CH:8][C:3]=2[C:4]([O:6][CH3:7])=[O:5])=[O:25])[CH:27]=[C:28]([C:30]([F:31])([F:32])[F:33])[CH:29]=1. The catalyst class is: 6. (2) Reactant: [C:1]([C:3]1[CH:32]=[CH:31][C:6]2[CH:7]=[C:8]([CH:10]([OH:30])[C:11]3[C:19]([O:20][CH3:21])=[CH:18][C:17]([CH3:22])=[C:16]4[C:12]=3[CH:13]=[CH:14][N:15]4C(OC(C)(C)C)=O)[O:9][C:5]=2[CH:4]=1)#[N:2].C([O-])([O-])=O.[Cs+].[Cs+]. Product: [OH:30][CH:10]([C:11]1[C:19]([O:20][CH3:21])=[CH:18][C:17]([CH3:22])=[C:16]2[C:12]=1[CH:13]=[CH:14][NH:15]2)[C:8]1[O:9][C:5]2[CH:4]=[C:3]([C:1]#[N:2])[CH:32]=[CH:31][C:6]=2[CH:7]=1. The catalyst class is: 5. (3) Reactant: [Cl:1][C:2]1[C:10]2[C:5](=[N:6][CH:7]=[CH:8][C:9]=2[CH2:11][C:12]2[CH:17]=[CH:16][C:15]([NH:18]C(=O)C(F)(F)F)=[CH:14][C:13]=2[F:25])[N:4](COCC[Si](C)(C)C)[CH:3]=1.FC(F)(F)C(O)=O.O.[OH-].[Li+]. Product: [Cl:1][C:2]1[C:10]2[C:5](=[N:6][CH:7]=[CH:8][C:9]=2[CH2:11][C:12]2[CH:17]=[CH:16][C:15]([NH2:18])=[CH:14][C:13]=2[F:25])[NH:4][CH:3]=1. The catalyst class is: 4.